Dataset: Full USPTO retrosynthesis dataset with 1.9M reactions from patents (1976-2016). Task: Predict the reactants needed to synthesize the given product. Given the product [Br:1][C:2]1[C:7]2[O:8][CH2:9][CH2:10][N:11]([C:16]([O:18][C:19]([CH3:22])([CH3:21])[CH3:20])=[O:17])[C:6]=2[CH:5]=[C:4]([C:12]([F:15])([F:14])[F:13])[CH:3]=1, predict the reactants needed to synthesize it. The reactants are: [Br:1][C:2]1[C:7]2[O:8][CH2:9][CH2:10][NH:11][C:6]=2[CH:5]=[C:4]([C:12]([F:15])([F:14])[F:13])[CH:3]=1.[C:16](O[C:16]([O:18][C:19]([CH3:22])([CH3:21])[CH3:20])=[O:17])([O:18][C:19]([CH3:22])([CH3:21])[CH3:20])=[O:17].